The task is: Predict the product of the given reaction.. This data is from Forward reaction prediction with 1.9M reactions from USPTO patents (1976-2016). (1) Given the reactants [Cl:1][C:2]1[CH:7]=[C:6]([Cl:8])[CH:5]=[CH:4][C:3]=1[C:9](Cl)=[N:10][OH:11].[Cl:13][C:14]1[CH:19]=[CH:18][CH:17]=[CH:16][C:15]=1[C:20]#[C:21][CH:22]([C:24]1[CH:25]=[N:26][CH:27]=[CH:28][CH:29]=1)[OH:23].C(=O)(O)[O-].[Na+], predict the reaction product. The product is: [Cl:13][C:14]1[CH:19]=[CH:18][CH:17]=[CH:16][C:15]=1[C:20]1[O:11][N:10]=[C:9]([C:3]2[CH:4]=[CH:5][C:6]([Cl:8])=[CH:7][C:2]=2[Cl:1])[C:21]=1[CH:22]([C:24]1[CH:25]=[N:26][CH:27]=[CH:28][CH:29]=1)[OH:23]. (2) The product is: [CH3:16][O:15][C:9]1[CH:8]=[C:7]([CH:12]=[C:11]([O:13][CH3:14])[CH:10]=1)[O:6][CH2:5][C:4]([OH:17])=[O:3]. Given the reactants C([O:3][C:4](=[O:17])[CH2:5][O:6][C:7]1[CH:12]=[C:11]([O:13][CH3:14])[CH:10]=[C:9]([O:15][CH3:16])[CH:8]=1)C.[Li].Cl, predict the reaction product. (3) Given the reactants [S:1]1[CH:5]=[CH:4][CH:3]=[C:2]1[S:6][CH2:7][C:8](=O)[CH2:9][CH2:10][CH2:11][CH2:12][CH2:13][CH2:14][CH2:15][CH2:16][CH2:17][CH3:18], predict the reaction product. The product is: [CH2:9]([C:8]1[C:3]2[CH:4]=[CH:5][S:1][C:2]=2[S:6][CH:7]=1)[CH2:10][CH2:11][CH2:12][CH2:13][CH2:14][CH2:15][CH2:16][CH2:17][CH3:18].